Task: Predict the reactants needed to synthesize the given product.. Dataset: Full USPTO retrosynthesis dataset with 1.9M reactions from patents (1976-2016) (1) The reactants are: [C:1]1(=[O:7])[O:6][C:4](=[O:5])[CH2:3][CH2:2]1.[CH2:8]([OH:15])[C:9]1C=CC=CC=1.C(N(CC)CC)C.[C:23]([O:26][CH:27](Br)[CH3:28])(=[O:25])[CH3:24].[C:30]1([CH3:36])[CH:35]=[CH:34][CH:33]=CC=1. Given the product [CH2:27]([O:26][C:23](=[O:25])[CH2:24][CH2:2][C:1]([O:6][CH:4]([O:5][C:8](=[O:15])[CH3:9])[CH3:3])=[O:7])[C:28]1[CH:33]=[CH:34][CH:35]=[CH:30][CH:36]=1, predict the reactants needed to synthesize it. (2) Given the product [CH3:22][S:23]([O:14][CH2:13][C:11]1[CH:10]=[CH:9][N:8]=[C:7]([C:5]([NH:4][CH:1]2[CH2:3][CH2:2]2)=[O:6])[CH:12]=1)(=[O:25])=[O:24], predict the reactants needed to synthesize it. The reactants are: [CH:1]1([NH:4][C:5]([C:7]2[CH:12]=[C:11]([CH2:13][OH:14])[CH:10]=[CH:9][N:8]=2)=[O:6])[CH2:3][CH2:2]1.C(N(CC)CC)C.[CH3:22][S:23](Cl)(=[O:25])=[O:24]. (3) Given the product [NH2:1][C:2]1[N:7]=[CH:6][N:5]=[C:4]([NH:8][C@H:9]([C:11]2[N:15]([CH:16]3[CH2:18][CH2:17]3)[C:14]3[C:19]([C:23]([NH:25][CH3:26])=[O:24])=[CH:20][CH:21]=[CH:22][C:13]=3[N:12]=2)[CH3:10])[C:3]=1[C:41]1[CH:42]=[CH:43][C:38]([S:35]([CH3:34])(=[O:37])=[O:36])=[CH:39][CH:40]=1, predict the reactants needed to synthesize it. The reactants are: [NH2:1][C:2]1[N:7]=[CH:6][N:5]=[C:4]([NH:8][C@H:9]([C:11]2[N:15]([CH:16]3[CH2:18][CH2:17]3)[C:14]3[C:19]([C:23]([NH:25][CH3:26])=[O:24])=[CH:20][CH:21]=[CH:22][C:13]=3[N:12]=2)[CH3:10])[C:3]=1I.C([O-])([O-])=O.[Na+].[Na+].[CH3:34][S:35]([C:38]1[CH:43]=[CH:42][C:41](B(O)O)=[CH:40][CH:39]=1)(=[O:37])=[O:36]. (4) Given the product [OH:35][CH2:34][C:27]1[CH:28]=[CH:29][C:30]([N+:31]([O-:33])=[O:32])=[C:25]([NH:2][C@@H:3]2[CH2:4][CH2:5][C@H:6]([NH:9][C:10](=[O:14])[CH:11]([CH3:12])[CH3:13])[CH2:7][CH2:8]2)[CH:26]=1, predict the reactants needed to synthesize it. The reactants are: Cl.[NH2:2][C@@H:3]1[CH2:8][CH2:7][C@H:6]([NH:9][C:10](=[O:14])[CH:11]([CH3:13])[CH3:12])[CH2:5][CH2:4]1.CCN(C(C)C)C(C)C.F[C:25]1[CH:26]=[C:27]([CH2:34][OH:35])[CH:28]=[CH:29][C:30]=1[N+:31]([O-:33])=[O:32]. (5) Given the product [CH:1]1([N:4]2[C:13]3[C:8](=[C:9]([NH:18][CH3:19])[C:10]([F:17])=[C:11]([NH:33][CH2:32][CH2:31][NH:30][C:25]4[CH:26]=[CH:27][CH:28]=[CH:29][N:24]=4)[C:12]=3[O:14][CH3:15])[C:7](=[O:20])[C:6]([C:21]([OH:23])=[O:22])=[CH:5]2)[CH2:3][CH2:2]1, predict the reactants needed to synthesize it. The reactants are: [CH:1]1([N:4]2[C:13]3[C:8](=[C:9]([NH:18][CH3:19])[C:10]([F:17])=[C:11](F)[C:12]=3[O:14][CH3:15])[C:7](=[O:20])[C:6]([C:21]([OH:23])=[O:22])=[CH:5]2)[CH2:3][CH2:2]1.[N:24]1[CH:29]=[CH:28][CH:27]=[CH:26][C:25]=1[NH:30][CH2:31][CH2:32][NH2:33].C(N(CC)CC)C. (6) Given the product [CH3:14][O:13][C:1](=[O:12])[CH2:2][CH2:3][CH2:4][CH2:5][CH2:6][CH2:7][CH2:8][CH2:9][CH:10]=[CH:11][CH2:16][C:15]#[N:20], predict the reactants needed to synthesize it. The reactants are: [C:1]([O:13][CH3:14])(=[O:12])[CH2:2][CH2:3][CH2:4][CH2:5][CH2:6][CH2:7][CH2:8][CH2:9][CH:10]=[CH2:11].[C:15](#[N:20])[CH2:16]C=CC.CCCCCCCCCCCC.C(OCCCC)=C.COC(=O)CCCCCCCCC=CC#N. (7) Given the product [N:1]([CH2:4][CH2:5][O:6][C:22]1[N:21]=[C:20]([NH:28][CH2:29][C:30]2[CH:31]=[CH:32][C:33]([C:36]([F:37])([F:38])[F:39])=[CH:34][CH:35]=2)[C:19]2[C:24](=[CH:25][CH:26]=[C:17]([CH:16]([C:13]3[CH:12]=[CH:11][C:10]([Cl:9])=[CH:15][CH:14]=3)[C:40]3[CH:45]=[CH:44][C:43]([Cl:46])=[CH:42][CH:41]=3)[CH:18]=2)[N:23]=1)=[N+:2]=[N-:3], predict the reactants needed to synthesize it. The reactants are: [N:1]([CH2:4][CH2:5][OH:6])=[N+:2]=[N-:3].[H-].[Na+].[Cl:9][C:10]1[CH:15]=[CH:14][C:13]([CH:16]([C:40]2[CH:45]=[CH:44][C:43]([Cl:46])=[CH:42][CH:41]=2)[C:17]2[CH:18]=[C:19]3[C:24](=[CH:25][CH:26]=2)[N:23]=[C:22](Cl)[N:21]=[C:20]3[NH:28][CH2:29][C:30]2[CH:35]=[CH:34][C:33]([C:36]([F:39])([F:38])[F:37])=[CH:32][CH:31]=2)=[CH:12][CH:11]=1.